From a dataset of Catalyst prediction with 721,799 reactions and 888 catalyst types from USPTO. Predict which catalyst facilitates the given reaction. (1) Product: [Br:12][C:13]1[N:18]([CH2:27][CH:28]2[CH2:31][CH2:30][CH2:29]2)[C:17](=[O:19])[CH:16]=[CH:15][CH:14]=1. The catalyst class is: 216. Reactant: CC(C)([O-])C.[K+].O1CCCC1.[Br:12][C:13]1[NH:18][C:17](=[O:19])[CH:16]=[CH:15][CH:14]=1.C(=O)([O-])[O-].[K+].[K+].Br[CH2:27][CH:28]1[CH2:31][CH2:30][CH2:29]1. (2) Reactant: [H-].[Na+].[Br:3][C:4]1[N:5]=[C:6]2[CH:12]=[CH:11][NH:10][C:7]2=[N:8][CH:9]=1.[S:13](Cl)([C:16]1[CH:22]=[CH:21][C:19]([CH3:20])=[CH:18][CH:17]=1)(=[O:15])=[O:14]. Product: [Br:3][C:4]1[N:5]=[C:6]2[CH:12]=[CH:11][N:10]([S:13]([C:16]3[CH:22]=[CH:21][C:19]([CH3:20])=[CH:18][CH:17]=3)(=[O:15])=[O:14])[C:7]2=[N:8][CH:9]=1. The catalyst class is: 1. (3) Reactant: C[Al](C)C.C[O:6][C:7](=O)[CH:8]([N:17]1[C:21]([CH2:22][CH2:23][NH:24][CH2:25][C:26]2[CH:31]=[CH:30][C:29]([F:32])=[CH:28][CH:27]=2)=[CH:20][N:19]=[CH:18]1)[C:9]1[CH:14]=[CH:13][CH:12]=[CH:11][C:10]=1[O:15][CH3:16]. Product: [F:32][C:29]1[CH:28]=[CH:27][C:26]([CH2:25][N:24]2[CH2:23][CH2:22][C:21]3[N:17]([CH:18]=[N:19][CH:20]=3)[CH:8]([C:9]3[CH:14]=[CH:13][CH:12]=[CH:11][C:10]=3[O:15][CH3:16])[C:7]2=[O:6])=[CH:31][CH:30]=1. The catalyst class is: 1. (4) Reactant: [OH:1][C:2]1[C:7]([CH:8]([CH3:10])[CH3:9])=[CH:6][CH:5]=[CH:4][C:3]=1[C:11](=[O:13])[CH3:12].[C:14](OCC)(=O)[C:15]([O:17][CH2:18][CH3:19])=[O:16].[O-]CC.[Na+]. Product: [CH:8]([C:7]1[CH:6]=[CH:5][CH:4]=[C:3]2[C:2]=1[O:1][C:14]([C:15]([O:17][CH2:18][CH3:19])=[O:16])=[CH:12][C:11]2=[O:13])([CH3:10])[CH3:9]. The catalyst class is: 8. (5) Reactant: [C:1]([C:4]1[CH:9]=[CH:8][N:7]=[CH:6][CH:5]=1)(=[O:3])[CH3:2].[Br:10]Br. Product: [Br:10][CH2:2][C:1]([C:4]1[CH:9]=[CH:8][N:7]=[CH:6][CH:5]=1)=[O:3]. The catalyst class is: 201. (6) Reactant: C([O:3][C:4]([C:6]1[C:7]([N:27]2[CH2:32][CH2:31][O:30][CH2:29][CH2:28]2)=[N:8][N:9]([CH2:13][C:14]2[CH:19]=[CH:18][C:17]([CH2:20][N:21]3[CH:25]=[C:24]([CH3:26])[CH:23]=[N:22]3)=[CH:16][CH:15]=2)[C:10]=1CC)=[O:5])C.[OH-].[Li+]. Product: [CH3:26][C:24]1[CH:23]=[N:22][N:21]([CH2:20][C:17]2[CH:16]=[CH:15][C:14]([CH2:13][N:9]3[CH:10]=[C:6]([C:4]([OH:5])=[O:3])[C:7]([N:27]4[CH2:32][CH2:31][O:30][CH2:29][CH2:28]4)=[N:8]3)=[CH:19][CH:18]=2)[CH:25]=1. The catalyst class is: 87.